This data is from Forward reaction prediction with 1.9M reactions from USPTO patents (1976-2016). The task is: Predict the product of the given reaction. (1) Given the reactants [C:1]1([CH:7]2[O:11][N:10]=[C:9]([C:12]3[N:13]=[C:14]([CH:17]4[CH2:22][CH2:21][N:20](C(OC(C)(C)C)=O)[CH2:19][CH2:18]4)[S:15][CH:16]=3)[CH2:8]2)[CH:6]=[CH:5][CH:4]=[CH:3][CH:2]=1.Cl.C(OCC)C.CO, predict the reaction product. The product is: [C:1]1([CH:7]2[O:11][N:10]=[C:9]([C:12]3[N:13]=[C:14]([CH:17]4[CH2:22][CH2:21][NH:20][CH2:19][CH2:18]4)[S:15][CH:16]=3)[CH2:8]2)[CH:2]=[CH:3][CH:4]=[CH:5][CH:6]=1. (2) Given the reactants [NH2:1][C:2]1[C:11]2[C:6](=[CH:7][CH:8]=[CH:9][CH:10]=2)[C:5]([O:12][C:13]2[CH:18]=[CH:17][N:16]=[C:15]([NH:19][C:20]3[CH:21]=[C:22]([CH:37]=[C:38]([C:40]#[CH:41])[CH:39]=3)[C:23]([NH:25][C@@H:26]([CH3:36])[CH2:27][O:28][CH2:29][CH2:30][O:31][CH2:32][CH2:33][O:34][CH3:35])=[O:24])[CH:14]=2)=[CH:4][CH:3]=1.[C:42]([C:46]1[CH:47]=[C:48]([NH:64][S:65]([CH3:68])(=[O:67])=[O:66])[C:49]([O:62][CH3:63])=[C:50]([NH:52][C:53](=O)[O:54]C2C=CC=CC=2)[CH:51]=1)([CH3:45])([CH3:44])[CH3:43].CCN(CC)CC, predict the reaction product. The product is: [C:42]([C:46]1[CH:47]=[C:48]([NH:64][S:65]([CH3:68])(=[O:67])=[O:66])[C:49]([O:62][CH3:63])=[C:50]([NH:52][C:53](=[O:54])[NH:1][C:2]2[C:11]3[C:6](=[CH:7][CH:8]=[CH:9][CH:10]=3)[C:5]([O:12][C:13]3[CH:18]=[CH:17][N:16]=[C:15]([NH:19][C:20]4[CH:21]=[C:22]([CH:37]=[C:38]([C:40]#[CH:41])[CH:39]=4)[C:23]([NH:25][C@@H:26]([CH3:36])[CH2:27][O:28][CH2:29][CH2:30][O:31][CH2:32][CH2:33][O:34][CH3:35])=[O:24])[CH:14]=3)=[CH:4][CH:3]=2)[CH:51]=1)([CH3:45])([CH3:43])[CH3:44].